From a dataset of Reaction yield outcomes from USPTO patents with 853,638 reactions. Predict the reaction yield, written as a fraction of the theoretical maximum amount of product (1.0 means a 100% yield; for example, 0.34 means a 34% yield). (1) The reactants are [CH:1]1([NH:6][C:7]2[C:12]([N+:13]([O-])=O)=[CH:11][N:10]=[C:9]([NH:16][C@H:17]3[CH2:22][CH2:21][C@H:20]([OH:23])[CH2:19][CH2:18]3)[N:8]=2)[CH2:5][CH2:4][CH2:3][CH2:2]1. The catalyst is CCO.[Pd]. The product is [NH2:13][C:12]1[C:7]([NH:6][CH:1]2[CH2:5][CH2:4][CH2:3][CH2:2]2)=[N:8][C:9]([NH:16][C@H:17]2[CH2:18][CH2:19][C@H:20]([OH:23])[CH2:21][CH2:22]2)=[N:10][CH:11]=1. The yield is 1.00. (2) The reactants are [Mg].[Cl:2][C:3]1[CH:10]=[CH:9][C:6]([CH2:7]Br)=[CH:5][CH:4]=1.[CH:11](=[O:15])[CH:12]([CH3:14])[CH3:13]. The catalyst is CCOCC.II. The product is [Cl:2][C:3]1[CH:10]=[CH:9][C:6]([CH2:7][CH:11]([OH:15])[CH:12]([CH3:14])[CH3:13])=[CH:5][CH:4]=1. The yield is 0.430. (3) The reactants are [C:1]([C:3]1[CH:4]=[C:5]([C:9]2[CH:10]=[CH:11][C:12]3[O:16][C:15]([C:17]4[CH:22]=[CH:21][C:20]([F:23])=[CH:19][CH:18]=4)=[C:14]([C:24]([NH:26][CH3:27])=[O:25])[C:13]=3[CH:28]=2)[CH:6]=[CH:7][CH:8]=1)#[N:2].N[C@H:30]([CH:33]([CH3:35])[CH3:34])[CH2:31][OH:32]. The catalyst is C1(Cl)C=CC=CC=1.[Cl-].[Zn+2].[Cl-]. The product is [F:23][C:20]1[CH:21]=[CH:22][C:17]([C:15]2[O:16][C:12]3[CH:11]=[CH:10][C:9]([C:5]4[CH:6]=[CH:7][CH:8]=[C:3]([C:1]5[O:32][CH2:31][C@@H:30]([CH:33]([CH3:35])[CH3:34])[N:2]=5)[CH:4]=4)=[CH:28][C:13]=3[C:14]=2[C:24]([NH:26][CH3:27])=[O:25])=[CH:18][CH:19]=1. The yield is 0.250. (4) The reactants are Br[C:2]1[CH:7]=[CH:6][C:5]([O:8][CH3:9])=[C:4]([O:10][CH2:11][CH3:12])[CH:3]=1.C([Li])CCC.CCCCCC.[F:24][C:25]1[CH:26]=[C:27]([CH:34]=[CH:35][C:36]=1[O:37][CH3:38])[C:28](N(OC)C)=[O:29]. The catalyst is C1COCC1.O.C(O)(C)C. The product is [CH2:11]([O:10][C:4]1[CH:3]=[C:2]([C:28]([C:27]2[CH:34]=[CH:35][C:36]([O:37][CH3:38])=[C:25]([F:24])[CH:26]=2)=[O:29])[CH:7]=[CH:6][C:5]=1[O:8][CH3:9])[CH3:12]. The yield is 0.440. (5) The reactants are [N+:1]([C:4]1[CH:5]=[C:6]2[C:11](=O)[O:10][C:8](=[O:9])[C:7]2=[CH:13][CH:14]=1)([O-:3])=[O:2].[NH2:15][NH2:16].Cl. The catalyst is CC(O)C. The product is [OH:9][C:8]1[C:7]2[C:6](=[CH:5][C:4]([N+:1]([O-:3])=[O:2])=[CH:14][CH:13]=2)[C:11]([OH:10])=[N:16][N:15]=1. The yield is 0.720. (6) The reactants are [F:1][C:2]1[CH:3]=[C:4]([C:8]2[CH:16]=[C:11]3[CH2:12][NH:13][CH2:14][CH2:15][N:10]3[N:9]=2)[CH:5]=[CH:6][CH:7]=1.C(N(CC)CC)C.[CH3:24][C:25]([O:28][C:29](O[C:29]([O:28][C:25]([CH3:27])([CH3:26])[CH3:24])=[O:30])=[O:30])([CH3:27])[CH3:26]. The catalyst is ClCCl.CN(C1C=CN=CC=1)C. The product is [F:1][C:2]1[CH:3]=[C:4]([C:8]2[CH:16]=[C:11]3[CH2:12][N:13]([C:29]([O:28][C:25]([CH3:27])([CH3:26])[CH3:24])=[O:30])[CH2:14][CH2:15][N:10]3[N:9]=2)[CH:5]=[CH:6][CH:7]=1. The yield is 0.860. (7) The reactants are [Br:1][C:2]1[N:3]=[C:4]([NH:12][CH2:13][CH:14]([CH3:16])[CH3:15])[C:5]2[N:6]([C:8](I)=[CH:9][N:10]=2)[CH:7]=1.O.P([O-])([O-])([O-])=O.[K+].[K+].[K+].[CH:26]1([NH:29][C:30]([C:32]2[CH:37]=[CH:36][C:35](B(O)O)=[CH:34][CH:33]=2)=[O:31])[CH2:28][CH2:27]1. The catalyst is O1CCOCC1.C1C=CC(P(C2C=CC=CC=2)[C-]2C=CC=C2)=CC=1.C1C=CC(P(C2C=CC=CC=2)[C-]2C=CC=C2)=CC=1.Cl[Pd]Cl.[Fe+2]. The product is [Br:1][C:2]1[N:3]=[C:4]([NH:12][CH2:13][CH:14]([CH3:16])[CH3:15])[C:5]2[N:6]([C:8]([C:35]3[CH:36]=[CH:37][C:32]([C:30]([NH:29][CH:26]4[CH2:27][CH2:28]4)=[O:31])=[CH:33][CH:34]=3)=[CH:9][N:10]=2)[CH:7]=1. The yield is 0.562. (8) The reactants are [Cl:1][C:2]1[CH:7]=[C:6]([Cl:8])[CH:5]=[CH:4][C:3]=1[C:9]1[N:10]=[C:11](/[CH:14]=[CH:15]/[C:16]2[CH:21]=[CH:20][C:19]([C:22]3[CH:27]=[CH:26][C:25]([O:28][CH3:29])=[CH:24][CH:23]=3)=[CH:18][CH:17]=2)[NH:12][CH:13]=1.Br[CH2:31][C:32]([O:34]C)=[O:33]. No catalyst specified. The product is [Cl:1][C:2]1[CH:7]=[C:6]([Cl:8])[CH:5]=[CH:4][C:3]=1[C:9]1[N:10]=[C:11](/[CH:14]=[CH:15]/[C:16]2[CH:21]=[CH:20][C:19]([C:22]3[CH:23]=[CH:24][C:25]([O:28][CH3:29])=[CH:26][CH:27]=3)=[CH:18][CH:17]=2)[N:12]([CH2:31][C:32]([OH:34])=[O:33])[CH:13]=1. The yield is 0.560.